Dataset: Full USPTO retrosynthesis dataset with 1.9M reactions from patents (1976-2016). Task: Predict the reactants needed to synthesize the given product. (1) Given the product [F:16][C:13]1[CH:14]=[N:15][C:7]([O:6][C:5]2[CH:17]=[CH:18][CH:19]=[C:3]([S:2][CH3:1])[CH:4]=2)=[C:8]([CH:12]=1)[C:9]([NH:27][C@H:28]1[CH2:33][CH2:32][CH2:31][C@H:30]([OH:34])[CH2:29]1)=[O:11], predict the reactants needed to synthesize it. The reactants are: [CH3:1][S:2][C:3]1[CH:4]=[C:5]([CH:17]=[CH:18][CH:19]=1)[O:6][C:7]1[N:15]=[CH:14][C:13]([F:16])=[CH:12][C:8]=1[C:9]([OH:11])=O.C(N(CC)CC)C.[NH2:27][C@H:28]1[CH2:33][CH2:32][CH2:31][C@H:30]([OH:34])[CH2:29]1.Cl.CN(C)CCCN=C=NCC.ON1C2C=CC=CC=2N=N1. (2) Given the product [OH:26][C:25]1[C:27]([CH2:18][CH2:19][CH:14]([CH3:15])[CH3:13])=[C:28]([OH:32])[C:29]([CH2:9][CH2:8][CH:4]([CH3:3])[CH3:5])([CH2:21][CH2:22][CH:24]([CH3:30])[CH3:25])[C:30](=[O:31])[C:24]=1[C:22](=[O:23])[CH2:21][CH2:20][C:16]1[CH:17]=[CH:18][CH:19]=[C:14]([CH3:13])[CH:15]=1, predict the reactants needed to synthesize it. The reactants are: CC1[CH:3]=[C:4]([CH2:8][CH2:9]C(O)=O)[CH:5]=CC=1.[CH3:13][C:14]1[CH:15]=[C:16]([CH2:20][CH2:21][C:22]([C:24]2[C:30]([OH:31])=[CH:29][C:28]([OH:32])=[CH:27][C:25]=2[OH:26])=[O:23])[CH:17]=[CH:18][CH:19]=1. (3) Given the product [CH3:11][N:4]([CH2:1][CH2:2][CH2:3][C:22]1[CH:27]=[CH:26][N:25]2[N:28]=[CH:29][CH:30]=[C:24]2[N:23]=1)[C:5](=[O:10])[O:6][CH:7]([CH3:9])[CH3:8], predict the reactants needed to synthesize it. The reactants are: [CH2:1]([N:4]([CH3:11])[C:5](=[O:10])[O:6][CH:7]([CH3:9])[CH3:8])[CH:2]=[CH2:3].B1C2CCCC1CCC2.Cl[C:22]1[CH:27]=[CH:26][N:25]2[N:28]=[CH:29][CH:30]=[C:24]2[N:23]=1.C([O-])([O-])=O.[K+].[K+]. (4) Given the product [Cl:10][C:8]1[C:7]([F:11])=[CH:6][C:3]([C:4]#[N:5])=[C:2]([O:15][CH2:14][C:13]([F:17])([F:16])[F:12])[N:9]=1, predict the reactants needed to synthesize it. The reactants are: Cl[C:2]1[N:9]=[C:8]([Cl:10])[C:7]([F:11])=[CH:6][C:3]=1[C:4]#[N:5].[F:12][C:13]([F:17])([F:16])[CH2:14][OH:15].[H-].[Na+].O.